From a dataset of Full USPTO retrosynthesis dataset with 1.9M reactions from patents (1976-2016). Predict the reactants needed to synthesize the given product. (1) Given the product [F:31][C:30]([F:33])([F:32])[S:27]([O:15][C:7]1[C:6]2[C:11](=[C:2]([Cl:1])[CH:3]=[CH:4][CH:5]=2)[C:10]([C:12](=[O:13])[N:19]([CH3:23])[CH3:18])=[CH:9][CH:8]=1)(=[O:28])=[O:26], predict the reactants needed to synthesize it. The reactants are: [Cl:1][C:2]1[CH:3]=[CH:4][CH:5]=[C:6]2[C:11]=1[C:10]([C:12](O)=[O:13])=[CH:9][CH:8]=[C:7]2[O:15]C.C[CH2:18][N:19]([CH:23](C)C)C(C)C.[O:26](S(C(F)(F)F)(=O)=O)[S:27]([C:30]([F:33])([F:32])[F:31])(=O)=[O:28]. (2) The reactants are: [Cl:1][C:2]1[N:10]=[C:9]([Cl:11])[CH:8]=[C:7]([Cl:12])[C:3]=1[C:4](O)=[O:5].C(Cl)(=O)C([Cl:16])=O. Given the product [Cl:1][C:2]1[N:10]=[C:9]([Cl:11])[CH:8]=[C:7]([Cl:12])[C:3]=1[C:4]([Cl:16])=[O:5], predict the reactants needed to synthesize it. (3) Given the product [I:1][C:2]1[CH:7]=[CH:6][C:5]([S:8][CH2:19][CH:20]2[CH2:24][CH2:23][CH2:22][N:21]2[C:25]([O:27][C:28]([CH3:29])([CH3:31])[CH3:30])=[O:26])=[CH:4][CH:3]=1, predict the reactants needed to synthesize it. The reactants are: [I:1][C:2]1[CH:7]=[CH:6][C:5]([SH:8])=[CH:4][CH:3]=1.C1(C)C=CC(S(O[CH2:19][CH:20]2[CH2:24][CH2:23][CH2:22][N:21]2[C:25]([O:27][C:28]([CH3:31])([CH3:30])[CH3:29])=[O:26])(=O)=O)=CC=1.[OH-].[K+]. (4) Given the product [Br:1][C:2]1[CH:10]=[CH:9][C:5]([C:6]([Cl:14])=[O:7])=[C:4]([F:11])[CH:3]=1, predict the reactants needed to synthesize it. The reactants are: [Br:1][C:2]1[CH:10]=[CH:9][C:5]([C:6](O)=[O:7])=[C:4]([F:11])[CH:3]=1.S(Cl)([Cl:14])=O. (5) Given the product [CH2:29]([N:32]1[C:41]2[C:36](=[CH:37][C:38]([C:42]([O:44][CH2:45][CH3:46])=[O:43])=[CH:39][CH:40]=2)[C@H:35]([NH:47][C:2]2[N:7]=[C:6]([CH3:8])[CH:5]=[CH:4][N:3]=2)[C@@H:34]([CH3:48])[C@@H:33]1[CH3:49])[CH2:30][CH2:76][CH2:75][CH2:77][CH2:63][CH2:59][CH2:60][CH2:61][CH2:62][CH2:57][CH2:56][CH2:55][CH2:54][CH2:70][CH3:71], predict the reactants needed to synthesize it. The reactants are: Cl[C:2]1[N:7]=[C:6]([CH3:8])[CH:5]=[CH:4][N:3]=1.[F-].[K+].C1OCCOCCOCCOCCOCCOC1.[C:29]([N:32]1[C:41]2[C:36](=[CH:37][C:38]([C:42]([O:44][CH2:45][CH3:46])=[O:43])=[CH:39][CH:40]=2)[C@H:35]([NH2:47])[C@@H:34]([CH3:48])[C@@H:33]1[CH3:49])(=O)[CH3:30].C(N1[C:62]2[C:57](=C[C:59]([C:63](OCC)=O)=[CH:60][CH:61]=2)[C@H:56](N)[C@@H:55](C)[C@@H:54]1[CH2:70][CH3:71])(=O)C.CCN(C(C)C)[CH:75]([CH3:77])[CH3:76]. (6) Given the product [CH3:1][O:2][C:3]1[CH:8]=[CH:7][C:6]([C:9]2[N:10]=[C:11]([CH:21]3[CH2:26][CH2:25][N:24]([C:31](=[O:37])[N:48]([OH:49])[CH3:47])[CH2:23][CH2:22]3)[S:12][C:13]=2[C:14]2[CH:19]=[CH:18][C:17]([CH3:20])=[CH:16][CH:15]=2)=[CH:5][CH:4]=1, predict the reactants needed to synthesize it. The reactants are: [CH3:1][O:2][C:3]1[CH:8]=[CH:7][C:6]([C:9]2[N:10]=[C:11]([CH:21]3[CH2:26][CH2:25][NH:24][CH2:23][CH2:22]3)[S:12][C:13]=2[C:14]2[CH:19]=[CH:18][C:17]([CH3:20])=[CH:16][CH:15]=2)=[CH:5][CH:4]=1.ClC(Cl)(O[C:31](=[O:37])OC(Cl)(Cl)Cl)Cl.C(N(CC)CC)C.Cl.[CH3:47][NH:48][OH:49]. (7) Given the product [CH3:23][C:21]1[CH:20]=[CH:19][N:18]=[C:17]([N:15]2[C:4](=[O:14])[C:5]([C:8]3[CH:9]=[N:10][CH:11]=[CH:12][CH:13]=3)=[CH:6][NH:16]2)[CH:22]=1, predict the reactants needed to synthesize it. The reactants are: C(O[C:4](=[O:14])[C:5]([C:8]1[CH:9]=[N:10][CH:11]=[CH:12][CH:13]=1)=[CH:6]O)C.[NH:15]([C:17]1[CH:22]=[C:21]([CH3:23])[CH:20]=[CH:19][N:18]=1)[NH2:16].C([O-])C.[Na+].Cl. (8) Given the product [CH2:6]([O:5][C:3](=[O:4])[C:2]([S:12][CH2:10][CH3:11])([CH3:9])[CH3:8])[CH3:7], predict the reactants needed to synthesize it. The reactants are: Br[C:2]([CH3:9])([CH3:8])[C:3]([O:5][CH2:6][CH3:7])=[O:4].[CH2:10]([SH:12])[CH3:11].[OH-].[K+]. (9) Given the product [Cl:26][C:25]1[CH:24]=[C:23]([B:1]([OH:5])[OH:2])[C:22]([O:27][CH3:28])=[N:21][C:20]=1[Cl:19], predict the reactants needed to synthesize it. The reactants are: [B:1]1(B2OC(C)(C)C(C)(C)O2)[O:5]C(C)(C)C(C)(C)[O:2]1.[Cl:19][C:20]1[C:25]([Cl:26])=[CH:24][CH:23]=[C:22]([O:27][CH3:28])[N:21]=1.